Dataset: Reaction yield outcomes from USPTO patents with 853,638 reactions. Task: Predict the reaction yield, written as a fraction of the theoretical maximum amount of product (1.0 means a 100% yield; for example, 0.34 means a 34% yield). (1) The reactants are [C:1]([C:5]1[CH:6]=[C:7]2[C:12](=[C:13]([F:15])[CH:14]=1)[C:11](=[O:16])[N:10]([C:17]1[CH:24]=[CH:23][CH:22]=[C:21]([Cl:25])[C:18]=1[CH:19]=[O:20])[N:9]=[CH:8]2)([CH3:4])([CH3:3])[CH3:2].CC(O)C.[BH4-].[Na+]. The catalyst is C(Cl)Cl. The product is [C:1]([C:5]1[CH:6]=[C:7]2[C:12](=[C:13]([F:15])[CH:14]=1)[C:11](=[O:16])[N:10]([C:17]1[CH:24]=[CH:23][CH:22]=[C:21]([Cl:25])[C:18]=1[CH2:19][OH:20])[N:9]=[CH:8]2)([CH3:4])([CH3:2])[CH3:3]. The yield is 0.655. (2) The catalyst is C(Cl)(Cl)Cl. The product is [C:16]1([CH:15]([OH:22])[C:11]2[CH:12]=[CH:13][C:8]([CH2:7][C:4]3[CH:5]=[CH:6][CH:1]=[CH:2][CH:3]=3)=[CH:9][CH:10]=2)[CH:21]=[CH:20][CH:19]=[CH:18][CH:17]=1. The yield is 0.860. The reactants are [CH:1]1[CH:6]=[CH:5][C:4]([CH2:7][C:8]2[CH:13]=[CH:12][C:11](Br)=[CH:10][CH:9]=2)=[CH:3][CH:2]=1.[CH:15](=[O:22])[C:16]1[CH:21]=[CH:20][CH:19]=[CH:18][CH:17]=1.BrC1C=CC(C(O)C2C=CC=CC=2)=CC=1.